Dataset: Reaction yield outcomes from USPTO patents with 853,638 reactions. Task: Predict the reaction yield, written as a fraction of the theoretical maximum amount of product (1.0 means a 100% yield; for example, 0.34 means a 34% yield). (1) The reactants are [Cl:1][C:2]1[CH:3]=[C:4]2[C:8](=[CH:9][CH:10]=1)[NH:7][CH:6]=[C:5]2[CH2:11][CH2:12][NH:13][C:14](=[O:23])[C:15]1[CH:20]=[CH:19][CH:18]=[C:17]([CH2:21]Cl)[CH:16]=1.[CH3:24][O:25][C:26]1[CH:31]=[CH:30][CH:29]=[CH:28][C:27]=1B(O)O.C(=O)([O-])[O-].[Na+].[Na+].[I-].[Na+]. The catalyst is C(COC)OC.O.C1C=CC([P]([Pd]([P](C2C=CC=CC=2)(C2C=CC=CC=2)C2C=CC=CC=2)([P](C2C=CC=CC=2)(C2C=CC=CC=2)C2C=CC=CC=2)[P](C2C=CC=CC=2)(C2C=CC=CC=2)C2C=CC=CC=2)(C2C=CC=CC=2)C2C=CC=CC=2)=CC=1. The product is [Cl:1][C:2]1[CH:3]=[C:4]2[C:8](=[CH:9][CH:10]=1)[NH:7][CH:6]=[C:5]2[CH2:11][CH2:12][NH:13][C:14](=[O:23])[C:15]1[CH:20]=[CH:19][CH:18]=[C:17]([CH2:21][C:27]2[CH:28]=[CH:29][CH:30]=[CH:31][C:26]=2[O:25][CH3:24])[CH:16]=1. The yield is 0.380. (2) The product is [CH2:10]([O:12][C@H:13]1[CH2:14][CH2:15][C@H:16]([N:19]2[CH2:24][CH2:23][CH:22]([NH:1][C:2]3[CH:7]=[C:6]([CH3:8])[CH:5]=[CH:4][C:3]=3[OH:9])[CH2:21][CH2:20]2)[CH2:17][CH2:18]1)[CH3:11]. The catalyst is ClCCl. The reactants are [NH2:1][C:2]1[CH:7]=[C:6]([CH3:8])[CH:5]=[CH:4][C:3]=1[OH:9].[CH2:10]([O:12][C@H:13]1[CH2:18][CH2:17][C@H:16]([N:19]2[CH2:24][CH2:23][C:22](=O)[CH2:21][CH2:20]2)[CH2:15][CH2:14]1)[CH3:11].C([BH3-])#N.[Na+].C(O)(=O)C. The yield is 0.920. (3) The reactants are Cl[C:2]1[C:7]([CH:8]=[O:9])=[C:6]([N:10]2[C:22](=[O:23])[C:14]3[CH:15]=[C:16]4[N:21]([C:13]=3[CH:12]=[N:11]2)[CH2:20][CH2:19][CH2:18][CH2:17]4)[N:5]=[CH:4][CH:3]=1.[CH3:24][N:25]1[CH:30]=[C:29](B2OC(C)(C)C(C)(C)O2)[CH:28]=[C:27]([NH:40][C:41]2[CH:46]=[CH:45][C:44]([N:47]3[CH2:52][CH2:51][N:50]([CH:53]4[CH2:56][O:55][CH2:54]4)[CH2:49][C@@H:48]3[CH3:57])=[CH:43][N:42]=2)[C:26]1=[O:58].C([O-])(=O)C.[Na+].[O-]P([O-])([O-])=O.[K+].[K+].[K+]. The catalyst is C1C=CC(P(C2C=CC=CC=2)[C-]2C=CC=C2)=CC=1.C1C=CC(P(C2C=CC=CC=2)[C-]2C=CC=C2)=CC=1.Cl[Pd]Cl.[Fe+2].O.C(#N)C. The product is [CH3:24][N:25]1[C:26](=[O:58])[C:27]([NH:40][C:41]2[CH:46]=[CH:45][C:44]([N:47]3[CH2:52][CH2:51][N:50]([CH:53]4[CH2:54][O:55][CH2:56]4)[CH2:49][C@@H:48]3[CH3:57])=[CH:43][N:42]=2)=[CH:28][C:29]([C:2]2[C:7]([CH:8]=[O:9])=[C:6]([N:10]3[C:22](=[O:23])[C:14]4[CH:15]=[C:16]5[N:21]([C:13]=4[CH:12]=[N:11]3)[CH2:20][CH2:19][CH2:18][CH2:17]5)[N:5]=[CH:4][CH:3]=2)=[CH:30]1. The yield is 0.530. (4) The reactants are [Br:1][C:2]1[N:6]([CH:7]2[CH2:12][CH2:11][N:10]([C:13]([O:15][C:16]([CH3:19])([CH3:18])[CH3:17])=[O:14])[CH2:9][CH2:8]2)[N:5]=[CH:4][C:3]=1[C:20](OCC)=[O:21].B.CSC.CO.[OH-].[Na+]. The catalyst is O1CCCC1. The product is [Br:1][C:2]1[N:6]([CH:7]2[CH2:12][CH2:11][N:10]([C:13]([O:15][C:16]([CH3:17])([CH3:19])[CH3:18])=[O:14])[CH2:9][CH2:8]2)[N:5]=[CH:4][C:3]=1[CH2:20][OH:21]. The yield is 0.180. (5) The reactants are [Cl:1][C:2]1[C:3]([N+:17]([O-])=O)=[C:4]([CH:14]=[CH:15][CH:16]=1)[NH:5][C:6]1[CH:11]=[CH:10][C:9]([O:12][CH3:13])=[CH:8][CH:7]=1.C(O)(=O)C. The catalyst is C1(C)C=CC=CC=1.O.[Fe]. The product is [Cl:1][C:2]1[CH:16]=[CH:15][CH:14]=[C:4]([NH:5][C:6]2[CH:11]=[CH:10][C:9]([O:12][CH3:13])=[CH:8][CH:7]=2)[C:3]=1[NH2:17]. The yield is 0.980.